This data is from Forward reaction prediction with 1.9M reactions from USPTO patents (1976-2016). The task is: Predict the product of the given reaction. Given the reactants [F:1][C:2]1[CH:7]=[CH:6][C:5]([C:8]2[S:18][C:11]3[N:12]=[C:13]([CH3:17])[NH:14][C:15](=O)[C:10]=3[CH:9]=2)=[CH:4][CH:3]=1.C(N(C(C)C)CC)(C)C.O=P(Cl)(Cl)[Cl:30], predict the reaction product. The product is: [Cl:30][C:15]1[C:10]2[CH:9]=[C:8]([C:5]3[CH:6]=[CH:7][C:2]([F:1])=[CH:3][CH:4]=3)[S:18][C:11]=2[N:12]=[C:13]([CH3:17])[N:14]=1.